Task: Predict the reactants needed to synthesize the given product.. Dataset: Full USPTO retrosynthesis dataset with 1.9M reactions from patents (1976-2016) (1) Given the product [Br:24][CH2:25][C:26]([NH:13][C:12]1[C:11]([CH:8]([CH3:10])[CH3:9])=[CH:17][C:16]([CH:18]([CH3:20])[CH3:19])=[CH:15][C:14]=1[CH:21]([CH3:23])[CH3:22])=[O:27], predict the reactants needed to synthesize it. The reactants are: C(N(CC)CC)C.[CH:8]([C:11]1[CH:17]=[C:16]([CH:18]([CH3:20])[CH3:19])[CH:15]=[C:14]([CH:21]([CH3:23])[CH3:22])[C:12]=1[NH2:13])([CH3:10])[CH3:9].[Br:24][CH2:25][C:26](Br)=[O:27]. (2) Given the product [OH:46][C:40]([C:42]([F:45])([F:44])[F:43])=[O:41].[NH2:11][C@@H:3]([CH2:4][C:5]1[CH:6]=[CH:7][CH:8]=[CH:9][CH:10]=1)[C:2]([N:19]1[C:27]2[C:22](=[C:23]([C:34]3[O:35][C:36](=[O:39])[NH:37][N:38]=3)[CH:24]=[C:25]([C:28]3[CH:33]=[CH:32][N:31]=[CH:30][CH:29]=3)[CH:26]=2)[CH2:21][CH2:20]1)=[O:1], predict the reactants needed to synthesize it. The reactants are: [O:1]=[C:2]([N:19]1[C:27]2[C:22](=[C:23]([C:34]3[O:35][C:36](=[O:39])[NH:37][N:38]=3)[CH:24]=[C:25]([C:28]3[CH:33]=[CH:32][N:31]=[CH:30][CH:29]=3)[CH:26]=2)[CH2:21][CH2:20]1)[C@@H:3]([NH:11]C(=O)OC(C)(C)C)[CH2:4][C:5]1[CH:10]=[CH:9][CH:8]=[CH:7][CH:6]=1.[C:40]([OH:46])([C:42]([F:45])([F:44])[F:43])=[O:41]. (3) Given the product [F:21][C:5]1[CH:4]=[CH:3][C:2]([B:22]2[O:26][C:25]([CH3:28])([CH3:27])[C:24]([CH3:30])([CH3:29])[O:23]2)=[CH:7][C:6]=1[C@:8]1([CH2:19][F:20])[CH2:13][C@@H:12]([C:14]([F:17])([F:16])[F:15])[O:11][C:10]([NH2:18])=[N:9]1, predict the reactants needed to synthesize it. The reactants are: Br[C:2]1[CH:3]=[CH:4][C:5]([F:21])=[C:6]([C@:8]2([CH2:19][F:20])[CH2:13][C@@H:12]([C:14]([F:17])([F:16])[F:15])[O:11][C:10]([NH2:18])=[N:9]2)[CH:7]=1.[B:22]1([B:22]2[O:26][C:25]([CH3:28])([CH3:27])[C:24]([CH3:30])([CH3:29])[O:23]2)[O:26][C:25]([CH3:28])([CH3:27])[C:24]([CH3:30])([CH3:29])[O:23]1.C([O-])(=O)C.[K+]. (4) Given the product [Br:1][C:2]1[CH:3]=[C:4]2[C:9](=[CH:10][CH:11]=1)[N:8]=[N:7][CH:6]=[C:5]2[NH:22][CH2:21][C:18]1[CH:19]=[CH:20][C:15]([O:14][CH3:13])=[CH:16][CH:17]=1, predict the reactants needed to synthesize it. The reactants are: [Br:1][C:2]1[CH:3]=[C:4]2[C:9](=[CH:10][CH:11]=1)[N:8]=[N:7][CH:6]=[C:5]2Cl.[CH3:13][O:14][C:15]1[CH:20]=[CH:19][C:18]([CH2:21][NH2:22])=[CH:17][CH:16]=1.CCN(C(C)C)C(C)C.